This data is from Peptide-MHC class II binding affinity with 134,281 pairs from IEDB. The task is: Regression. Given a peptide amino acid sequence and an MHC pseudo amino acid sequence, predict their binding affinity value. This is MHC class II binding data. (1) The peptide sequence is ARSTLAAKAAAMRKA. The MHC is H-2-IAd with pseudo-sequence H-2-IAd. The binding affinity (normalized) is 0.553. (2) The peptide sequence is MFLGGVKPTHISYIM. The MHC is HLA-DQA10501-DQB10302 with pseudo-sequence HLA-DQA10501-DQB10302. The binding affinity (normalized) is 0.508. (3) The peptide sequence is GLEWNDNTVRVSETL. The MHC is DRB1_1501 with pseudo-sequence DRB1_1501. The binding affinity (normalized) is 0.206. (4) The peptide sequence is EKKYMAATQFEPLAA. The MHC is HLA-DPA10201-DPB11401 with pseudo-sequence HLA-DPA10201-DPB11401. The binding affinity (normalized) is 0.611. (5) The peptide sequence is EVLKGPFTVRYTTEG. The MHC is DRB1_0301 with pseudo-sequence DRB1_0301. The binding affinity (normalized) is 0. (6) The MHC is H-2-IEd with pseudo-sequence H-2-IEd. The binding affinity (normalized) is 0.115. The peptide sequence is RKRRSHDVLTVQFLI. (7) The peptide sequence is IHLLNSNALLRALRL. The MHC is DRB1_0701 with pseudo-sequence DRB1_0701. The binding affinity (normalized) is 0.552.